The task is: Predict the product of the given reaction.. This data is from Forward reaction prediction with 1.9M reactions from USPTO patents (1976-2016). (1) Given the reactants [CH3:1][O:2][C:3]1[CH:4]=[C:5]2[C:10](=[CH:11][C:12]=1[O:13][CH3:14])[N:9]=[CH:8][N:7]=[C:6]2[S:15][C:16]1[CH:17]=[C:18]([CH:20]=[CH:21][CH:22]=1)[NH2:19].[F:23][C:24]([C:27]1[CH:31]=[C:30]([NH:32][C:33](=O)[O:34]C2C=CC=CC=2)[N:29]([C:42]2[CH:47]=[CH:46][CH:45]=[CH:44][CH:43]=2)[N:28]=1)([F:26])[CH3:25], predict the reaction product. The product is: [F:23][C:24]([C:27]1[CH:31]=[C:30]([NH:32][C:33]([NH:19][C:18]2[CH:20]=[CH:21][CH:22]=[C:16]([S:15][C:6]3[C:5]4[C:10](=[CH:11][C:12]([O:13][CH3:14])=[C:3]([O:2][CH3:1])[CH:4]=4)[N:9]=[CH:8][N:7]=3)[CH:17]=2)=[O:34])[N:29]([C:42]2[CH:47]=[CH:46][CH:45]=[CH:44][CH:43]=2)[N:28]=1)([F:26])[CH3:25]. (2) Given the reactants [F:1][C:2]1[S:6][C:5]([C:7]2[C:11]([C:12]3[CH:17]=[CH:16][N:15]=[CH:14][CH:13]=3)=[CH:10][NH:9][N:8]=2)=[CH:4][CH:3]=1.I[CH:19]([CH3:21])[CH3:20].C(=O)([O-])[O-].[Cs+].[Cs+], predict the reaction product. The product is: [CH:19]([N:9]1[CH:10]=[C:11]([C:12]2[CH:17]=[CH:16][N:15]=[CH:14][CH:13]=2)[C:7]([C:5]2[S:6][C:2]([F:1])=[CH:3][CH:4]=2)=[N:8]1)([CH3:21])[CH3:20].[CH:19]([N:8]1[C:7]([C:5]2[S:6][C:2]([F:1])=[CH:3][CH:4]=2)=[C:11]([C:12]2[CH:17]=[CH:16][N:15]=[CH:14][CH:13]=2)[CH:10]=[N:9]1)([CH3:21])[CH3:20]. (3) Given the reactants [Cl:1][C:2]1[C:3]([N:12]2[CH2:17][CH2:16][N:15]([CH2:18][C:19]3[CH:24]=[CH:23][N:22]=[CH:21][CH:20]=3)[CH2:14][CH2:13]2)=[C:4]([N+:9]([O-])=O)[C:5]([NH2:8])=[N:6][CH:7]=1.[CH3:25][O:26][C:27]1[CH:34]=[CH:33][C:30]([CH:31]=O)=[CH:29][CH:28]=1.[O-]S(S([O-])=O)=O.[Na+].[Na+], predict the reaction product. The product is: [Cl:1][C:2]1[C:3]([N:12]2[CH2:17][CH2:16][N:15]([CH2:18][C:19]3[CH:24]=[CH:23][N:22]=[CH:21][CH:20]=3)[CH2:14][CH2:13]2)=[C:4]2[N:9]=[C:31]([C:30]3[CH:33]=[CH:34][C:27]([O:26][CH3:25])=[CH:28][CH:29]=3)[NH:8][C:5]2=[N:6][CH:7]=1. (4) Given the reactants [CH2:1]([O:5][C:6]1[CH:7]=[C:8]([CH:16]=[C:17]([O:19][CH2:20][CH:21]([CH3:23])[CH3:22])[CH:18]=1)[C:9]([O:11]CC(C)C)=[O:10])[CH:2]([CH3:4])[CH3:3].[OH-].[Na+].C(Cl)(Cl)Cl.Cl, predict the reaction product. The product is: [CH2:20]([O:19][C:17]1[CH:16]=[C:8]([CH:7]=[C:6]([O:5][CH2:1][CH:2]([CH3:4])[CH3:3])[CH:18]=1)[C:9]([OH:11])=[O:10])[CH:21]([CH3:23])[CH3:22]. (5) Given the reactants C[O:2][C:3]([C:5]1[CH:6]=[C:7]2[C:11](=[CH:12][CH:13]=1)[N:10]([CH2:14][C:15]1[CH:16]=[C:17]([Cl:28])[CH:18]=[C:19]3[C:23]=1[N:22]([CH2:24][CH:25]([CH3:27])[CH3:26])[N:21]=[CH:20]3)[C:9](=[O:29])[CH2:8]2)=[O:4].[OH-].[Li+].O.CO, predict the reaction product. The product is: [Cl:28][C:17]1[CH:18]=[C:19]2[C:23](=[C:15]([CH2:14][N:10]3[C:11]4[C:7](=[CH:6][C:5]([C:3]([OH:4])=[O:2])=[CH:13][CH:12]=4)[CH2:8][C:9]3=[O:29])[CH:16]=1)[N:22]([CH2:24][CH:25]([CH3:27])[CH3:26])[N:21]=[CH:20]2. (6) Given the reactants [C:1]([C:3]1[C:4]([C:9]2[CH:14]=[CH:13][CH:12]=[CH:11][CH:10]=2)=[N:5][O:6][C:7]=1[CH3:8])#[CH:2].I[C:16]1[CH:22]=[CH:21][CH:20]=[CH:19][C:17]=1[NH2:18], predict the reaction product. The product is: [CH3:8][C:7]1[O:6][N:5]=[C:4]([C:9]2[CH:14]=[CH:13][CH:12]=[CH:11][CH:10]=2)[C:3]=1[C:1]#[C:2][C:16]1[CH:22]=[CH:21][CH:20]=[CH:19][C:17]=1[NH2:18]. (7) Given the reactants [Cl:1][C:2]1[CH:3]=[CH:4][C:5]([CH3:13])=[C:6]([CH:12]=1)[C:7]([N:9]([CH3:11])C)=[O:8].[CH2:14]1[N:19]([C:20]2[C:25](C#N)=[CH:24][CH:23]=[CH:22][CH:21]=2)[CH2:18][CH2:17][O:16][CH2:15]1.[Cl-].[NH4+], predict the reaction product. The product is: [Cl:1][C:2]1[CH:12]=[C:6]2[C:5]([CH:13]=[C:11]([C:21]3[CH:22]=[CH:23][CH:24]=[CH:25][C:20]=3[N:19]3[CH2:18][CH2:17][O:16][CH2:15][CH2:14]3)[NH:9][C:7]2=[O:8])=[CH:4][CH:3]=1. (8) Given the reactants Br[C:2]1[CH:3]=[N:4][CH:5]=[C:6]2[C:11]=1[N:10]=[C:9]([C:12]([NH2:14])=[O:13])[CH:8]=[CH:7]2.[CH3:15][S:16]([C:19]1[CH:24]=[CH:23][CH:22]=[CH:21][C:20]=1B(O)O)(=[O:18])=[O:17].C(=O)([O-])[O-].[Cs+].[Cs+], predict the reaction product. The product is: [CH3:15][S:16]([C:19]1[CH:24]=[CH:23][CH:22]=[CH:21][C:20]=1[C:2]1[CH:3]=[N:4][CH:5]=[C:6]2[C:11]=1[N:10]=[C:9]([C:12]([NH2:14])=[O:13])[CH:8]=[CH:7]2)(=[O:18])=[O:17]. (9) Given the reactants C[O:2][C:3](=[O:35])[C:4]1[CH:9]=[CH:8][C:7]([S:10][CH2:11][CH:12]([C:19]2[N:20]([C:28]3[CH:33]=[CH:32][C:31]([Cl:34])=[CH:30][CH:29]=3)[N:21]=[C:22]3[C:27]=2[CH2:26][CH2:25][CH2:24][CH2:23]3)[CH:13]2[CH2:18][CH2:17][CH2:16][CH2:15][CH2:14]2)=[CH:6][CH:5]=1.[OH-].[Na+], predict the reaction product. The product is: [Cl:34][C:31]1[CH:32]=[CH:33][C:28]([N:20]2[C:19]([CH:12]([CH:13]3[CH2:18][CH2:17][CH2:16][CH2:15][CH2:14]3)[CH2:11][S:10][C:7]3[CH:6]=[CH:5][C:4]([C:3]([OH:35])=[O:2])=[CH:9][CH:8]=3)=[C:27]3[C:22]([CH2:23][CH2:24][CH2:25][CH2:26]3)=[N:21]2)=[CH:29][CH:30]=1. (10) Given the reactants Cl[C:2]1[N:7]=[C:6]([CH2:8][O:9][C:10]2[CH:11]=[C:12]([C@H:16]([CH:22]3[CH2:24][CH2:23]3)[CH2:17][C:18]([O:20]C)=[O:19])[CH:13]=[CH:14][CH:15]=2)[CH:5]=[N:4][C:3]=1[C:25]1[C:30]([F:31])=[CH:29][N:28]=[C:27]([O:32][CH3:33])[CH:26]=1.[CH3:34][C:35]([CH3:39])([CH3:38])[CH2:36][OH:37].[H-].[Na+], predict the reaction product. The product is: [CH:22]1([C@@H:16]([C:12]2[CH:13]=[CH:14][CH:15]=[C:10]([O:9][CH2:8][C:6]3[CH:5]=[N:4][C:3]([C:25]4[C:30]([F:31])=[CH:29][N:28]=[C:27]([O:32][CH3:33])[CH:26]=4)=[C:2]([O:37][CH2:36][C:35]([CH3:39])([CH3:38])[CH3:34])[N:7]=3)[CH:11]=2)[CH2:17][C:18]([OH:20])=[O:19])[CH2:24][CH2:23]1.